This data is from Full USPTO retrosynthesis dataset with 1.9M reactions from patents (1976-2016). The task is: Predict the reactants needed to synthesize the given product. (1) Given the product [Cl:11][C:7]1[C:5]2[N:6]=[C:2]([NH:12][C:13]3[CH:18]=[CH:17][C:16]([CH2:19][C:20]([O:22][CH3:23])=[O:21])=[CH:15][C:14]=3[Cl:24])[S:3][C:4]=2[CH:10]=[CH:9][CH:8]=1, predict the reactants needed to synthesize it. The reactants are: Br[C:2]1[S:3][C:4]2[CH:10]=[CH:9][CH:8]=[C:7]([Cl:11])[C:5]=2[N:6]=1.[NH2:12][C:13]1[CH:18]=[CH:17][C:16]([CH2:19][C:20]([O:22][CH3:23])=[O:21])=[CH:15][C:14]=1[Cl:24].[NH+]1C=CC=CC=1.CC1C=CC(S(O)(=O)=O)=CC=1. (2) Given the product [Cl:35][C:36]1[C:42]([Cl:43])=[CH:41][CH:40]=[C:39]([F:44])[C:37]=1[NH:38][C:2]1[N:12]=[C:11]([NH:13][C:14]2[CH:19]=[CH:18][C:17]([N:20]3[CH2:25][CH2:24][N:23]([C:26]([O:28][C:29]([CH3:32])([CH3:31])[CH3:30])=[O:27])[CH2:22][CH2:21]3)=[CH:16][C:15]=2[O:33][CH3:34])[C:5]2[C:6](=[O:10])[NH:7][N:8]=[CH:9][C:4]=2[CH:3]=1, predict the reactants needed to synthesize it. The reactants are: Cl[C:2]1[N:12]=[C:11]([NH:13][C:14]2[CH:19]=[CH:18][C:17]([N:20]3[CH2:25][CH2:24][N:23]([C:26]([O:28][C:29]([CH3:32])([CH3:31])[CH3:30])=[O:27])[CH2:22][CH2:21]3)=[CH:16][C:15]=2[O:33][CH3:34])[C:5]2[C:6](=[O:10])[NH:7][N:8]=[CH:9][C:4]=2[CH:3]=1.[Cl:35][C:36]1[C:42]([Cl:43])=[CH:41][CH:40]=[C:39]([F:44])[C:37]=1[NH2:38].C1(P(C2CCCCC2)C2C=CC=CC=2C2C(C(C)C)=CC(C(C)C)=CC=2C(C)C)CCCCC1.CC(C)([O-])C.[K+]. (3) The reactants are: [C:1]([O:12]CC)(=O)[CH2:2][CH2:3][CH2:4][CH2:5][C:6]([O:8][CH2:9][CH3:10])=[O:7].[O-]CC.[Na+].S(=O)(=O)(O)O. Given the product [CH3:10][CH2:9][O:8][C:6]([CH:5]1[C:1](=[O:12])[CH2:2][CH2:3][CH2:4]1)=[O:7], predict the reactants needed to synthesize it. (4) The reactants are: COC(=O)[CH2:4][NH:5][C:6](=[O:37])[C:7]1[CH:12]=[C:11]([Cl:13])[C:10]([O:14][C:15]2[CH:20]=[CH:19][N:18]=[CH:17][C:16]=2[C:21]([N:23]2[C:32]3[C:27](=[CH:28][CH:29]=[CH:30][CH:31]=3)[N:26]([CH:33]3[CH2:35][CH2:34]3)[CH2:25][CH2:24]2)=[O:22])=[CH:9][C:8]=1[Cl:36].NC[CH2:41][CH2:42][C:43]([O:45][CH3:46])=[O:44]. Given the product [CH3:46][O:45][C:43](=[O:44])[CH2:42][CH2:41][CH2:4][NH:5][C:6](=[O:37])[C:7]1[CH:12]=[C:11]([Cl:13])[C:10]([O:14][C:15]2[CH:20]=[CH:19][N:18]=[CH:17][C:16]=2[C:21]([N:23]2[C:32]3[C:27](=[CH:28][CH:29]=[CH:30][CH:31]=3)[N:26]([CH:33]3[CH2:35][CH2:34]3)[CH2:25][CH2:24]2)=[O:22])=[CH:9][C:8]=1[Cl:36], predict the reactants needed to synthesize it.